Dataset: Reaction yield outcomes from USPTO patents with 853,638 reactions. Task: Predict the reaction yield, written as a fraction of the theoretical maximum amount of product (1.0 means a 100% yield; for example, 0.34 means a 34% yield). (1) The reactants are [H-].[Al+3].[Li+].[H-].[H-].[H-].[Br:7][C:8]1[CH:15]=[C:14]([CH2:16][CH3:17])[C:11]([C:12]#[N:13])=[C:10]([CH2:18][CH3:19])[CH:9]=1.O.O.O.O.O.O.O.O.O.O.S([O-])([O-])(=O)=O.[Na+].[Na+]. The catalyst is C1COCC1. The product is [Br:7][C:8]1[CH:9]=[C:10]([CH2:18][CH3:19])[C:11]([CH2:12][NH2:13])=[C:14]([CH2:16][CH3:17])[CH:15]=1. The yield is 0.0500. (2) The catalyst is CN(C=O)C. The yield is 0.930. The reactants are [NH2:1][C:2]1[CH:3]=[C:4]2[C:8](=[CH:9][CH:10]=1)[CH2:7][CH2:6][CH2:5]2.[CH:11](O)=[O:12].Cl.CN(C)CCCN=C=NCC.C(N(C(C)C)CC)(C)C. The product is [CH:11]([NH:1][C:2]1[CH:3]=[C:4]2[C:8](=[CH:9][CH:10]=1)[CH2:7][CH2:6][CH2:5]2)=[O:12].